Task: Predict the reaction yield, written as a fraction of the theoretical maximum amount of product (1.0 means a 100% yield; for example, 0.34 means a 34% yield).. Dataset: Reaction yield outcomes from USPTO patents with 853,638 reactions (1) The reactants are [CH2:1]([C@H:5]1[O:7][C@@H:6]1[C:8]([OH:10])=O)[CH2:2][CH2:3][CH3:4].CCCCC(F)(F)C(O)CC[C@@H]1[C@@H](CCCCCCC(O)=O)C(=O)C[C@H]1O.C1CCC(NC2CCCCC2)CC1.C(Cl)(=O)C(C)(C)C.[NH2:58][C@H:59]1[CH2:64][CH2:63][CH2:62][CH2:61][C@@H:60]1[OH:65]. The catalyst is O1CCCC1. The product is [OH:65][C@H:60]1[CH2:61][CH2:62][CH2:63][CH2:64][C@@H:59]1[NH:58][C:8]([C@@H:6]1[C@@H:5]([CH2:1][CH2:2][CH2:3][CH3:4])[O:7]1)=[O:10]. The yield is 1.00. (2) The reactants are [OH:1][C:2]1[CH:19]=[CH:18][C:17]2[C@@H:16]3[C@H:7]([C@H:8]4[C@@:12]([CH2:14][CH2:15]3)([CH3:13])[C:11](=[O:20])[CH2:10][CH2:9]4)[CH2:6][CH2:5][C:4]=2[C:3]=1[CH3:21].B(F)(F)F.[CH3:26]COCC.CC[CH2:33][CH2:34][CH3:35]. The catalyst is C(O)(C)(C)C. The product is [CH3:26][C:34]([C:19]1[C:2]([OH:1])=[C:3]([CH3:21])[C:4]2[CH2:5][CH2:6][C@@H:7]3[C@@H:16]([C:17]=2[CH:18]=1)[CH2:15][CH2:14][C@@:12]1([CH3:13])[C@H:8]3[CH2:9][CH2:10][C:11]1=[O:20])([CH3:33])[CH3:35]. The yield is 0.560. (3) The reactants are Br[C:2]1[CH:3]=[C:4]([NH:8][C:9]2[C:18]3[C:13](=[CH:14][CH:15]=[CH:16][CH:17]=3)[N:12]=[C:11]([CH3:19])[CH:10]=2)[CH:5]=[CH:6][CH:7]=1.[C:20]([O-:23])(O)=O.[Na+]. The catalyst is C1(C)C=CC=CC=1.CCO. The product is [CH3:19][C:11]1[CH:10]=[C:9]([NH:8][C:4]2[CH:3]=[C:2]([C:2]3[C:7]([CH:20]=[O:23])=[CH:6][CH:5]=[CH:4][CH:3]=3)[CH:7]=[CH:6][CH:5]=2)[C:18]2[C:13](=[CH:14][CH:15]=[CH:16][CH:17]=2)[N:12]=1. The yield is 0.374. (4) The reactants are [OH:1][CH:2]1[CH2:5][CH:4]([N:6]2[C:14](=[O:15])[C:13]3[C:8](=[CH:9][CH:10]=[CH:11][CH:12]=3)[C:7]2=[O:16])[CH2:3]1.[O:17]1[CH2:21][CH2:20]OC1=O.[F-].C([N+](CCCC)(CCCC)CCCC)CCC. No catalyst specified. The product is [OH:17][CH2:21][CH2:20][O:1][CH:2]1[CH2:3][CH:4]([N:6]2[C:14](=[O:15])[C:13]3[C:8](=[CH:9][CH:10]=[CH:11][CH:12]=3)[C:7]2=[O:16])[CH2:5]1. The yield is 0.118. (5) The reactants are [OH-].[K+].Br[CH2:4][CH:5]1[CH2:7][C:6]1([F:9])[F:8].[SH:10][CH2:11][CH2:12][C:13]([OH:15])=[O:14]. The catalyst is CO. The product is [F:8][C:6]1([F:9])[CH2:7][CH:5]1[CH2:4][S:10][CH2:11][CH2:12][C:13]([OH:15])=[O:14]. The yield is 0.840. (6) The reactants are [CH2:1]([O:3][C:4]([C@@:6]1([NH:11][C:12]([C@@H:14]2[CH2:18][CH2:17][CH2:16][N:15]2[C:19]([O:21]C(C)(C)C)=O)=[O:13])[CH2:8][C@H:7]1[CH:9]=[CH2:10])=[O:5])[CH3:2].O1CCOC[CH2:27]1.C(OC(N[C@@H:40]([CH2:44][CH2:45][CH2:46][CH2:47][CH2:48][CH:49]=[CH2:50])[C:41]([OH:43])=[O:42])=O)(C)(C)C.CN(C(ON1N=NC2[CH:62]=[CH:63][CH:64]=NC1=2)=[N+](C)C)C.F[P-](F)(F)(F)(F)F.CCN(C(C)C)C(C)C. The catalyst is Cl.C(#N)C. The product is [C:63]([O:43][C:41]([C@@H:40]([CH2:44][CH2:45][CH2:46][CH2:47][CH2:48][CH:49]=[CH2:50])[C:19]([N:15]1[C@H:14]([C:12]([NH:11][C@:6]2([C:4]([O:3][CH2:1][CH3:2])=[O:5])[CH2:8][C@H:7]2[CH:9]=[CH2:10])=[O:13])[CH2:18][CH2:17][CH2:16]1)=[O:21])=[O:42])([CH3:62])([CH3:64])[CH3:27]. The yield is 0.900. (7) The reactants are [Br:1][C:2]1[CH:3]=[C:4]([C:8]([C:16]2[CH:21]=[CH:20][CH:19]=[C:18]([F:22])[C:17]=2[C:23]#[N:24])=[N:9]S(C(C)(C)C)=O)[CH:5]=[CH:6][CH:7]=1.I[C:26]1[CH:27]=[C:28]([C:34]([F:37])([F:36])[F:35])[C:29]([O:32][CH3:33])=[N:30][CH:31]=1. No catalyst specified. The product is [Br:1][C:2]1[CH:3]=[C:4]([C:8]2([C:26]3[CH:31]=[N:30][C:29]([O:32][CH3:33])=[C:28]([C:34]([F:37])([F:36])[F:35])[CH:27]=3)[C:16]3[C:17](=[C:18]([F:22])[CH:19]=[CH:20][CH:21]=3)[C:23]([NH2:24])=[N:9]2)[CH:5]=[CH:6][CH:7]=1. The yield is 0.710.